Dataset: Catalyst prediction with 721,799 reactions and 888 catalyst types from USPTO. Task: Predict which catalyst facilitates the given reaction. (1) Reactant: [NH2:1][CH2:2][C:3]([OH:5])=[O:4].C(N(C(C)C)CC)(C)C.[CH2:15]([N:27]=C=O)[CH2:16][CH2:17][CH2:18][CH2:19][CH2:20][CH2:21][CH2:22][CH2:23][CH2:24][CH2:25][CH3:26].CN(C=[O:34])C. Product: [C:15]([NH:27][NH:1][CH2:2][C:3]([OH:5])=[O:4])(=[O:34])[CH2:16][CH2:17][CH2:18][CH2:19][CH2:20][CH2:21][CH2:22][CH2:23][CH2:24][CH2:25][CH3:26]. The catalyst class is: 132. (2) Product: [Cl:1][C:2]1[CH:7]=[CH:6][C:5]([CH2:8][C@@H:9]([NH:29][C:30]([C@@H:32]2[CH2:41][C:40]3[C:35](=[CH:36][CH:37]=[CH:38][CH:39]=3)[CH2:34][NH:33]2)=[O:31])[C:10]([N:12]2[CH2:17][CH2:16][CH:15]([C:18]3[CH:23]=[CH:22][CH:21]=[CH:20][C:19]=3[NH:24][CH2:25][CH:26]3[CH2:28][CH2:27]3)[CH2:14][CH2:13]2)=[O:11])=[CH:4][CH:3]=1. Reactant: [Cl:1][C:2]1[CH:7]=[CH:6][C:5]([CH2:8][C@@H:9]([NH:29][C:30]([C@@H:32]2[CH2:41][C:40]3[C:35](=[CH:36][CH:37]=[CH:38][CH:39]=3)[CH2:34][N:33]2C(OC(C)(C)C)=O)=[O:31])[C:10]([N:12]2[CH2:17][CH2:16][CH:15]([C:18]3[CH:23]=[CH:22][CH:21]=[CH:20][C:19]=3[NH:24][CH2:25][CH:26]3[CH2:28][CH2:27]3)[CH2:14][CH2:13]2)=[O:11])=[CH:4][CH:3]=1.C(O)(C(F)(F)F)=O. The catalyst class is: 2.